From a dataset of Full USPTO retrosynthesis dataset with 1.9M reactions from patents (1976-2016). Predict the reactants needed to synthesize the given product. (1) Given the product [NH2:46][C:43]1[N:44]=[CH:45][C:40]([C:2]2[N:3]=[C:4]([N:19]3[CH2:24][CH2:23][O:22][CH2:21][CH2:20]3)[C:5]3[S:10][C:9]([C:11]4[CH:16]=[CH:15][C:14]([N:25]5[CH2:30][CH2:29][CH2:28][CH:27]([OH:31])[CH2:26]5)=[N:13][CH:12]=4)=[C:8]([CH3:18])[C:6]=3[N:7]=2)=[CH:41][N:42]=1, predict the reactants needed to synthesize it. The reactants are: Cl[C:2]1[N:3]=[C:4]([N:19]2[CH2:24][CH2:23][O:22][CH2:21][CH2:20]2)[C:5]2[S:10][C:9]([C:11]3[CH:12]=[N:13][C:14](F)=[CH:15][CH:16]=3)=[C:8]([CH3:18])[C:6]=2[N:7]=1.[NH:25]1[CH2:30][CH2:29][CH2:28][CH:27]([OH:31])[CH2:26]1.CC1(C)C(C)(C)OB([C:40]2[CH:41]=[N:42][C:43]([NH2:46])=[N:44][CH:45]=2)O1.CC([O-])=O.[K+]. (2) Given the product [CH2:26]([O:25][C:23](=[O:24])[CH2:22][CH:2]([CH3:1])[C:3]([C:5]1[CH:10]=[CH:9][C:8]([O:11][CH3:12])=[CH:7][CH:6]=1)=[O:4])[CH3:27], predict the reactants needed to synthesize it. The reactants are: [CH3:1][CH2:2][C:3]([C:5]1[CH:10]=[CH:9][C:8]([O:11][CH3:12])=[CH:7][CH:6]=1)=[O:4].C([N-]C(C)C)(C)C.[Li+].Br[CH2:22][C:23]([O:25][CH2:26][CH3:27])=[O:24]. (3) Given the product [CH2:1]([C:3]1[N:8]=[C:7]([NH:18][CH2:16][CH3:17])[N:6]=[C:5]([C:13]([OH:15])=[O:14])[CH:4]=1)[CH3:2], predict the reactants needed to synthesize it. The reactants are: [CH2:1]([C:3]1[N:8]=[C:7](S(C)(=O)=O)[N:6]=[C:5]([C:13]([OH:15])=[O:14])[CH:4]=1)[CH3:2].[CH2:16]([NH2:18])[CH3:17].